From a dataset of B-cell epitopes from IEDB database with 3,159 antigens for binding position prediction. Token-level Classification. Given an antigen amino acid sequence, predict which amino acid positions are active epitope sites capable of antibody binding. Output is a list of indices for active positions. Given the antigen sequence: IKEEHTIIQAEFYLLPDKRGEFMFDFDGDEIFHVDIEKSETIWRLEEFAKFASFEAQGALANIAVDKANLDVMKERSNNTPDANVAPEVTVLSRSPVNLGEPNILICFIDKFSPPVVNVTWLRNGRPVTEGVSETVFLPRDDHLFRKFHYLTFLPSTDDFYDCEVDHWGLEEPLRKTWEFEEKTLLPETKEN, which amino acid positions are active epitope sites? The epitope positions are: [51, 52, 53, 54, 55, 56, 57, 58, 59, 60, 61, 62, 63, 64, 65, 66, 67]. The amino acids at these positions are: ASFEAQGALANIAVDKA.